Dataset: Forward reaction prediction with 1.9M reactions from USPTO patents (1976-2016). Task: Predict the product of the given reaction. (1) Given the reactants [Cl:1][C:2]1[C:7]([Cl:8])=[CH:6][CH:5]=[CH:4][C:3]=1[C:9]#[CH:10].[Cl:11][C:12]1[CH:19]=[C:18]([F:20])[CH:17]=[CH:16][C:13]=1[CH2:14][SH:15].[Na], predict the reaction product. The product is: [Cl:1][C:2]1[C:7]([Cl:8])=[CH:6][CH:5]=[CH:4][C:3]=1/[CH:9]=[CH:10]\[CH:14]([S:15][CH:14](/[CH:10]=[CH:9]\[C:3]1[CH:4]=[CH:5][CH:6]=[C:7]([Cl:8])[C:2]=1[Cl:1])[C:13]1[CH:16]=[CH:17][C:18]([F:20])=[CH:19][C:12]=1[Cl:11])[C:13]1[CH:16]=[CH:17][C:18]([F:20])=[CH:19][C:12]=1[Cl:11]. (2) Given the reactants [OH:1][C:2]1[N:14]2[C:5]([C:6]3[CH:7]=[C:8]([C:23]4[CH:28]=[CH:27][CH:26]=[CH:25][CH:24]=4)[C:9]([C:15]4[CH:22]=[CH:21][C:18]([CH:19]=O)=[CH:17][CH:16]=4)=[N:10][C:11]=3[CH:12]=[CH:13]2)=[N:4][N:3]=1.[NH2:29]C(C)(CC(C)C)C(O)=O, predict the reaction product. The product is: [NH2:29][CH2:19][C:18]1[CH:21]=[CH:22][C:15]([C:9]2[C:8]([C:23]3[CH:28]=[CH:27][CH:26]=[CH:25][CH:24]=3)=[CH:7][C:6]3[C:5]4=[N:4][N:3]=[C:2]([OH:1])[N:14]4[CH:13]=[CH:12][C:11]=3[N:10]=2)=[CH:16][CH:17]=1. (3) Given the reactants [CH2:1]([N:4]([CH:12]1[CH2:17][CH2:16][N:15]([C:18](=[O:23])[C:19]([F:22])([F:21])[F:20])[CH2:14][CH2:13]1)[C:5](=[O:11])[O:6][C:7]([CH3:10])([CH3:9])[CH3:8])[C:2]#[CH:3].I[C:25]1[CH:30]=[N:29][CH:28]=[CH:27][N:26]=1, predict the reaction product. The product is: [N:26]1[CH:27]=[CH:28][N:29]=[CH:30][C:25]=1[C:3]#[C:2][CH2:1][N:4]([CH:12]1[CH2:13][CH2:14][N:15]([C:18](=[O:23])[C:19]([F:20])([F:21])[F:22])[CH2:16][CH2:17]1)[C:5](=[O:11])[O:6][C:7]([CH3:10])([CH3:9])[CH3:8]. (4) Given the reactants [Br:1][C:2]1[CH:7]=[CH:6][C:5]([CH:8]([C:20]2[CH:25]=[CH:24][CH:23]=[CH:22][C:21]=2[CH3:26])[CH2:9][C:10]([C:12]2[CH:17]=[C:16]([CH3:18])[N:15]=[C:14]([F:19])[CH:13]=2)=O)=[CH:4][CH:3]=1.Cl.[NH2:28][OH:29].C([O-])(O)=O.[Na+], predict the reaction product. The product is: [Br:1][C:2]1[CH:7]=[CH:6][C:5]([CH:8]([C:20]2[CH:25]=[CH:24][CH:23]=[CH:22][C:21]=2[CH3:26])[CH2:9][C:10]([C:12]2[CH:17]=[C:16]([CH3:18])[N:15]=[C:14]([F:19])[CH:13]=2)=[N:28][OH:29])=[CH:4][CH:3]=1. (5) Given the reactants Br[C:2]1[CH:3]=[C:4]([C:7]([O:9][CH3:10])=[O:8])[S:5][CH:6]=1.[N+:11]([C:14]1[CH:19]=[CH:18][C:17](B(O)O)=[CH:16][CH:15]=1)([O-:13])=[O:12].P([O-])([O-])([O-])=O.[K+].[K+].[K+], predict the reaction product. The product is: [N+:11]([C:14]1[CH:19]=[CH:18][C:17]([C:2]2[CH:3]=[C:4]([C:7]([O:9][CH3:10])=[O:8])[S:5][CH:6]=2)=[CH:16][CH:15]=1)([O-:13])=[O:12]. (6) Given the reactants [C:1]([O:5][C:6]([NH:8][C:9]1[CH:14]=[CH:13][C:12]([S:15][C:16]2[CH:24]=[CH:23][C:19]([C:20](O)=[O:21])=[CH:18][C:17]=2[NH:25][C:26]2[C:27]3[CH:35]=[CH:34][C:33]([CH:36]([CH3:38])[CH3:37])=[N:32][C:28]=3[N:29]=[CH:30][N:31]=2)=[CH:11][CH:10]=1)=[O:7])([CH3:4])([CH3:3])[CH3:2].[CH2:39]([NH2:46])[C:40]1[CH:45]=[CH:44][CH:43]=[CH:42][CH:41]=1, predict the reaction product. The product is: [C:1]([O:5][C:6](=[O:7])[NH:8][C:9]1[CH:10]=[CH:11][C:12]([S:15][C:16]2[CH:24]=[CH:23][C:19]([C:20](=[O:21])[NH:46][CH2:39][C:40]3[CH:45]=[CH:44][CH:43]=[CH:42][CH:41]=3)=[CH:18][C:17]=2[NH:25][C:26]2[C:27]3[CH:35]=[CH:34][C:33]([CH:36]([CH3:38])[CH3:37])=[N:32][C:28]=3[N:29]=[CH:30][N:31]=2)=[CH:13][CH:14]=1)([CH3:3])([CH3:2])[CH3:4]. (7) Given the reactants C[N:2](C)[C:3]([C:5]1[CH:32]=[CH:31][C:8]2[N:9]([CH2:26][CH2:27][CH:28]([CH3:30])[CH3:29])[C:10]([CH2:12][N:13]3[C:17]4[CH:18]=[CH:19][CH:20]=[CH:21][C:16]=4[N:15]([CH:22]([CH3:24])[CH3:23])[C:14]3=[O:25])=[N:11][C:7]=2[CH:6]=1)=[O:4].[OH-].[NH4+], predict the reaction product. The product is: [CH:22]([N:15]1[C:16]2[CH:21]=[CH:20][CH:19]=[CH:18][C:17]=2[N:13]([CH2:12][C:10]2[N:9]([CH2:26][CH2:27][CH:28]([CH3:30])[CH3:29])[C:8]3[CH:31]=[CH:32][C:5]([C:3]([NH2:2])=[O:4])=[CH:6][C:7]=3[N:11]=2)[C:14]1=[O:25])([CH3:23])[CH3:24]. (8) Given the reactants [CH2:1]([N:8]1[CH2:12][C@H:11]([CH2:13]OS(C)(=O)=O)[C@@H:10]([OH:19])[CH2:9]1)[C:2]1[CH:7]=[CH:6][CH:5]=[CH:4][CH:3]=1.[N-:20]=[N+:21]=[N-:22].[Na+], predict the reaction product. The product is: [N:20]([CH2:13][C@@H:11]1[C@@H:10]([OH:19])[CH2:9][N:8]([CH2:1][C:2]2[CH:7]=[CH:6][CH:5]=[CH:4][CH:3]=2)[CH2:12]1)=[N+:21]=[N-:22]. (9) Given the reactants [CH3:1][C:2]([Si:5]([CH3:12])([CH3:11])[O:6][CH2:7][C@H:8]([OH:10])[CH3:9])([CH3:4])[CH3:3].O[C:14]1[CH:15]=[C:16]([CH:21]=[C:22]([O:24][CH2:25][C:26]2[CH:31]=[CH:30][CH:29]=[CH:28][CH:27]=2)[CH:23]=1)[C:17]([O:19][CH3:20])=[O:18].C1(P(C2C=CC=CC=2)C2C=CC=CC=2)C=CC=CC=1.CC(OC(/N=N/C(OC(C)C)=O)=O)C, predict the reaction product. The product is: [CH3:1][C:2]([Si:5]([CH3:12])([CH3:11])[O:6][CH2:7][C@@H:8]([O:10][C:14]1[CH:15]=[C:16]([CH:21]=[C:22]([O:24][CH2:25][C:26]2[CH:31]=[CH:30][CH:29]=[CH:28][CH:27]=2)[CH:23]=1)[C:17]([O:19][CH3:20])=[O:18])[CH3:9])([CH3:3])[CH3:4].